Dataset: Catalyst prediction with 721,799 reactions and 888 catalyst types from USPTO. Task: Predict which catalyst facilitates the given reaction. (1) Reactant: C[CH:2]([O:4][C:5]([CH2:7][CH2:8][CH2:9]/[CH:10]=[CH:11]\[CH2:12][C@@H:13]1[C@@H:17]([CH2:18][CH2:19][C@@H:20]([OH:29])[CH2:21][CH2:22][C:23]2[CH:28]=[CH:27][CH:26]=[CH:25][CH:24]=2)[C@H:16]([OH:30])[CH2:15][C@@H:14]1[OH:31])=[O:6])C. Product: [OH:30][C@@H:16]1[CH2:15][C@H:14]([OH:31])[C@H:13]([CH2:12]/[CH:11]=[CH:10]\[CH2:9][CH2:8][CH2:7][C:5]([O:4][CH3:2])=[O:6])[C@H:17]1[CH2:18][CH2:19][C@@H:20]([OH:29])[CH2:21][CH2:22][C:23]1[CH:24]=[CH:25][CH:26]=[CH:27][CH:28]=1. The catalyst class is: 467. (2) Reactant: [CH2:1]([P:3]([CH2:6][CH3:7])[CH2:4][CH3:5])[CH3:2].[Br:8][CH2:9][CH2:10][CH2:11][CH2:12][CH3:13].CCCCCC. Product: [Br-:8].[CH2:1]([P+:3]([CH2:6][CH3:7])([CH2:4][CH3:5])[CH2:9][CH2:10][CH2:11][CH2:12][CH3:13])[CH3:2]. The catalyst class is: 11. (3) Reactant: [C:1]1([S:7]([CH:10]=[CH:11][C:12]2[CH:13]=[C:14]3[C:18](=[CH:19][CH:20]=2)[NH:17][CH:16]=[C:15]3[CH2:21][C@H:22]2[CH2:26][CH2:25][CH2:24][N:23]2[CH3:27])(=[O:9])=[O:8])[CH:6]=[CH:5][CH:4]=[CH:3][CH:2]=1.CC(C)=O.CS(O)(=O)=O. Product: [CH3:27][N:23]1[CH2:24][CH2:25][CH2:26][C@@H:22]1[CH2:21][C:15]1[C:14]2[C:18](=[CH:19][CH:20]=[C:12]([CH2:11][CH2:10][S:7]([C:1]3[CH:6]=[CH:5][CH:4]=[CH:3][CH:2]=3)(=[O:8])=[O:9])[CH:13]=2)[NH:17][CH:16]=1. The catalyst class is: 386. (4) Reactant: [Cl:1][C:2]1[NH:3][C:4](I)=[C:5]([N+:7]([O-:9])=[O:8])[N:6]=1.C(N(CC)CC)C.[H][H]. Product: [Cl:1][C:2]1[NH:3][CH:4]=[C:5]([N+:7]([O-:9])=[O:8])[N:6]=1. The catalyst class is: 178. (5) Reactant: [F:1][C:2]([C:5]1[N:6]=[C:7]([C:10]2[CH:15]=[CH:14][CH:13]=[CH:12][C:11]=2[NH:16][C:17]([O:19][CH2:20][CH:21]2[CH2:26][CH2:25][N:24](C(OC(C)(C)C)=O)[CH2:23][CH2:22]2)=[O:18])[S:8][CH:9]=1)([F:4])[CH3:3]. Product: [F:4][C:2]([C:5]1[N:6]=[C:7]([C:10]2[CH:15]=[CH:14][CH:13]=[CH:12][C:11]=2[NH:16][C:17](=[O:18])[O:19][CH2:20][CH:21]2[CH2:26][CH2:25][NH:24][CH2:23][CH2:22]2)[S:8][CH:9]=1)([F:1])[CH3:3]. The catalyst class is: 4. (6) Product: [N:1]1([C:5]([C:7]2[N:12]=[CH:11][C:10]([O:13][C:14]3[CH:15]=[C:16]([CH:27]=[C:28]([O:30][C@H:31]([CH3:36])[CH2:32][O:53][CH3:51])[CH:29]=3)[C:17]([NH:19][C:20]3[CH:25]=[N:24][C:23]([CH3:26])=[CH:22][N:21]=3)=[O:18])=[CH:9][CH:8]=2)=[O:6])[CH2:2][CH2:3][CH2:4]1. Reactant: [N:1]1([C:5]([C:7]2[N:12]=[CH:11][C:10]([O:13][C:14]3[CH:15]=[C:16]([CH:27]=[C:28]([OH:30])[CH:29]=3)[C:17]([NH:19][C:20]3[CH:25]=[N:24][C:23]([CH3:26])=[CH:22][N:21]=3)=[O:18])=[CH:9][CH:8]=2)=[O:6])[CH2:4][CH2:3][CH2:2]1.[C:31]1(P(C2C=CC=CC=2)C2C=CC=CC=2)[CH:36]=CC=C[CH:32]=1.C[CH:51]([O:53]C(/N=N/C(OC(C)C)=O)=O)C. The catalyst class is: 1. (7) Reactant: N([O-])=O.[Na+].[CH2:5]([O:7][C:8]([C:10]1[CH:14]=[C:13]([C:15]2[CH:20]=[CH:19][C:18]([Cl:21])=[CH:17][CH:16]=2)[N:12]([C:22]2[CH:27]=[CH:26][C:25]([NH2:28])=[CH:24][CH:23]=2)[C:11]=1[CH3:29])=[O:9])[CH3:6].[N-:30]=[N+:31]=[N-].[Na+]. Product: [CH2:5]([O:7][C:8]([C:10]1[CH:14]=[C:13]([C:15]2[CH:16]=[CH:17][C:18]([Cl:21])=[CH:19][CH:20]=2)[N:12]([C:22]2[CH:23]=[CH:24][C:25]([N:28]=[N+:30]=[N-:31])=[CH:26][CH:27]=2)[C:11]=1[CH3:29])=[O:9])[CH3:6]. The catalyst class is: 223.